From a dataset of Reaction yield outcomes from USPTO patents with 853,638 reactions. Predict the reaction yield, written as a fraction of the theoretical maximum amount of product (1.0 means a 100% yield; for example, 0.34 means a 34% yield). (1) The reactants are [Cl:1][C:2]1[CH:16]=[CH:15][C:5]([O:6][C:7]2[CH:14]=[CH:13][CH:12]=[CH:11][C:8]=2[CH2:9][NH2:10])=[CH:4][CH:3]=1.[C:17]([N:25]1[CH2:30][CH2:29][C:28](=O)[CH2:27][CH2:26]1)(=[O:24])[C:18]1[CH:23]=[CH:22][CH:21]=[CH:20][CH:19]=1.[BH-](OC(C)=O)(OC(C)=O)OC(C)=O.[Na+].C(O)(=O)C. The catalyst is ClCCCl. The product is [Cl:1][C:2]1[CH:16]=[CH:15][C:5]([O:6][C:7]2[CH:14]=[CH:13][CH:12]=[CH:11][C:8]=2[CH2:9][NH:10][CH:28]2[CH2:29][CH2:30][N:25]([C:17]([C:18]3[CH:23]=[CH:22][CH:21]=[CH:20][CH:19]=3)=[O:24])[CH2:26][CH2:27]2)=[CH:4][CH:3]=1. The yield is 0.840. (2) The reactants are [Na].[CH2:2]([O:4][C:5](=[O:9])[CH2:6][C:7]#[N:8])[CH3:3].Br.Br[CH2:12][C:13]([C:15]1[CH:20]=[CH:19][N:18]=[CH:17][CH:16]=1)=[O:14].CCN(C(C)C)C(C)C. The catalyst is CCO.C1COCC1. The product is [CH2:2]([O:4][C:5](=[O:9])[CH:6]([C:7]#[N:8])[CH2:12][C:13](=[O:14])[C:15]1[CH:20]=[CH:19][N:18]=[CH:17][CH:16]=1)[CH3:3]. The yield is 0.870. (3) The reactants are Br[C:2]1[CH:23]=[CH:22][C:5]2[C:6]3[N:10]([CH2:11][CH2:12][O:13][C:4]=2[CH:3]=1)[CH:9]=[C:8]([C:14]1[N:15]([CH:19]([CH3:21])[CH3:20])[N:16]=[CH:17][N:18]=1)[N:7]=3.[B:24]1([B:24]2[O:29][CH2:28][C:27]([CH3:31])([CH3:30])[CH2:26][O:25]2)[O:29][CH2:28][C:27]([CH3:31])([CH3:30])[CH2:26][O:25]1.C([O-])(=O)C.[K+].O1CCOCC1. The catalyst is C(Cl)Cl. The product is [CH3:30][C:27]1([CH3:31])[CH2:28][O:29][B:24]([C:2]2[CH:23]=[CH:22][C:5]3[C:6]4[N:10]([CH2:11][CH2:12][O:13][C:4]=3[CH:3]=2)[CH:9]=[C:8]([C:14]2[N:15]([CH:19]([CH3:21])[CH3:20])[N:16]=[CH:17][N:18]=2)[N:7]=4)[O:25][CH2:26]1. The yield is 0.920. (4) The reactants are Br[C:2]1[N:7]=[C:6]([C:8]([OH:10])=[O:9])[CH:5]=[CH:4][C:3]=1[F:11].[F:12][C:13]1[CH:18]=[CH:17][C:16]([O:19][CH3:20])=[CH:15][C:14]=1B(O)O. The catalyst is C1C=CC(P(C2C=CC=CC=2)[C-]2C=CC=C2)=CC=1.C1C=CC(P(C2C=CC=CC=2)[C-]2C=CC=C2)=CC=1.Cl[Pd]Cl.[Fe+2].C(Cl)Cl. The product is [F:11][C:3]1[CH:4]=[CH:5][C:6]([C:8]([OH:10])=[O:9])=[N:7][C:2]=1[C:14]1[CH:15]=[C:16]([O:19][CH3:20])[CH:17]=[CH:18][C:13]=1[F:12]. The yield is 0.860. (5) The reactants are [CH2:1]([O:3][C:4](=[O:13])[C:5](=[N:10][O:11][CH3:12])[CH2:6][C:7](=[O:9])[CH3:8])[CH3:2].C(=O)([O-])[O-].[K+].[K+].I[CH2:21][CH:22]([CH3:24])[CH3:23].Cl. The catalyst is CN(C=O)C.CCOC(C)=O. The product is [CH2:1]([O:3][C:4](=[O:13])[C:5](=[N:10][O:11][CH3:12])[CH:6]([C:7](=[O:9])[CH3:8])[CH2:21][CH:22]([CH3:24])[CH3:23])[CH3:2]. The yield is 0.290. (6) The reactants are [F:1][C:2]1[C:7]2[N:8]=[N:9][S:10][C:6]=2[CH:5]=[C:4](C(O)=O)[C:3]=1[NH:14][C:15]1[CH:20]=[CH:19][C:18]([I:21])=[CH:17][C:16]=1[F:22].C1C=CC(P(N=[N+]=[N-])(C2C=CC=CC=2)=[O:30])=CC=1.C([N:42]([CH2:45]C)CC)C. The catalyst is CC(O)(C)C. The product is [F:1][C:2]1[C:7]2[N:8]=[N:9][S:10][C:6]=2[CH:5]=[C:4]2[NH:42][C:45](=[O:30])[N:14]([C:15]3[CH:20]=[CH:19][C:18]([I:21])=[CH:17][C:16]=3[F:22])[C:3]=12. The yield is 0.839. (7) The reactants are [CH2:1]([O:8][C:9]1[CH:14]=[CH:13][NH:12][C:11](=[O:15])[CH:10]=1)[C:2]1[CH:7]=[CH:6][CH:5]=[CH:4][CH:3]=1.[CH3:16]I. The catalyst is C(Cl)(Cl)Cl.C(=O)([O-])[O-].[Ag+2]. The product is [CH2:1]([O:8][C:9]1[CH:14]=[CH:13][N:12]=[C:11]([O:15][CH3:16])[CH:10]=1)[C:2]1[CH:3]=[CH:4][CH:5]=[CH:6][CH:7]=1. The yield is 0.440. (8) The reactants are C(N)CN.[Na].[H][H].[CH3:8][C:9]1[CH2:14][CH2:13][CH:12]([C:15]([CH3:17])=[CH2:16])[CH2:11][CH:10]=1. The catalyst is O. The product is [C:12]1([CH:15]([CH3:17])[CH3:16])[CH:13]=[CH:14][C:9]([CH3:8])=[CH:10][CH:11]=1. The yield is 0.990.